From a dataset of Peptide-MHC class I binding affinity with 185,985 pairs from IEDB/IMGT. Regression. Given a peptide amino acid sequence and an MHC pseudo amino acid sequence, predict their binding affinity value. This is MHC class I binding data. The peptide sequence is KLAEIFQPF. The MHC is BoLA-D18.4 with pseudo-sequence BoLA-D18.4. The binding affinity (normalized) is 0.669.